From a dataset of Peptide-MHC class I binding affinity with 185,985 pairs from IEDB/IMGT. Regression. Given a peptide amino acid sequence and an MHC pseudo amino acid sequence, predict their binding affinity value. This is MHC class I binding data. The peptide sequence is FTNMEAQLVR. The MHC is HLA-A68:01 with pseudo-sequence HLA-A68:01. The binding affinity (normalized) is 0.596.